Dataset: Full USPTO retrosynthesis dataset with 1.9M reactions from patents (1976-2016). Task: Predict the reactants needed to synthesize the given product. (1) Given the product [C:22]([N:25]1[CH2:26][CH2:27][N:28]([C:31]2[CH:32]=[CH:33][C:34]([CH2:37][CH2:38][C:39]3[CH:40]=[CH:41][C:42]([CH2:45][NH:46][C:1]([NH:15][NH:14][C:13]([O:17][C:18]([CH3:21])([CH3:20])[CH3:19])=[O:16])=[O:2])=[CH:43][CH:44]=3)=[N:35][CH:36]=2)[CH2:29][CH2:30]1)(=[O:24])[CH3:23], predict the reactants needed to synthesize it. The reactants are: [C:1](N1C=CN=C1)(N1C=CN=C1)=[O:2].[C:13]([O:17][C:18]([CH3:21])([CH3:20])[CH3:19])(=[O:16])[NH:14][NH2:15].[C:22]([N:25]1[CH2:30][CH2:29][N:28]([C:31]2[CH:32]=[CH:33][C:34]([CH2:37][CH2:38][C:39]3[CH:44]=[CH:43][C:42]([CH2:45][NH2:46])=[CH:41][CH:40]=3)=[N:35][CH:36]=2)[CH2:27][CH2:26]1)(=[O:24])[CH3:23]. (2) Given the product [CH3:1][CH:2]1[C:10]2[C:5](=[CH:6][CH:7]=[CH:8][CH:9]=2)[N:4]([CH2:11][CH2:12][CH2:13][N:14]2[CH2:44][CH2:43][C:17]3([N:21]([C:22]4[CH:27]=[CH:26][CH:25]=[CH:24][CH:23]=4)[CH2:20][N:19]([CH2:28][C:29]4[CH:30]=[C:31]([CH:39]=[CH:40][CH:41]=4)[C:32]([OH:34])=[O:33])[C:18]3=[O:42])[CH2:16][CH2:15]2)[C:3]1=[O:45], predict the reactants needed to synthesize it. The reactants are: [CH3:1][CH:2]1[C:10]2[C:5](=[CH:6][CH:7]=[CH:8][CH:9]=2)[N:4]([CH2:11][CH2:12][CH2:13][N:14]2[CH2:44][CH2:43][C:17]3([N:21]([C:22]4[CH:27]=[CH:26][CH:25]=[CH:24][CH:23]=4)[CH2:20][N:19]([CH2:28][C:29]4[CH:30]=[C:31]([CH:39]=[CH:40][CH:41]=4)[C:32]([O:34]C(C)(C)C)=[O:33])[C:18]3=[O:42])[CH2:16][CH2:15]2)[C:3]1=[O:45]. (3) Given the product [Cl:5][C:6]1[CH:7]=[CH:8][C:9]2[N:15]([CH2:16][C:17]([CH3:19])([CH3:18])[CH3:20])[C:14](=[O:21])[C@@H:13]([CH2:22][C:23]#[N:25])[O:12][C@H:11]([C:26]3[CH:31]=[CH:30][CH:29]=[C:28]([O:32][CH3:33])[C:27]=3[O:34][CH3:35])[C:10]=2[CH:36]=1, predict the reactants needed to synthesize it. The reactants are: C(Br)C=C.[Cl:5][C:6]1[CH:7]=[CH:8][C:9]2[N:15]([CH2:16][C:17]([CH3:20])([CH3:19])[CH3:18])[C:14](=[O:21])[C@@H:13]([CH2:22][C:23]([NH2:25])=O)[O:12][C@H:11]([C:26]3[CH:31]=[CH:30][CH:29]=[C:28]([O:32][CH3:33])[C:27]=3[O:34][CH3:35])[C:10]=2[CH:36]=1. (4) Given the product [F:15][C:12]([F:14])([F:13])[C:11]1[N:6]2[N:5]=[CH:4][C:3]([C:1]#[C:2][C:27]3[S:28][C:29]([S:32]([OH:35])(=[O:34])=[O:33])=[CH:30][N:31]=3)=[C:7]2[N:8]=[C:9]([C:16]2[CH:21]=[CH:20][C:19]([C:22]([F:25])([F:24])[F:23])=[CH:18][CH:17]=2)[CH:10]=1, predict the reactants needed to synthesize it. The reactants are: [C:1]([C:3]1[CH:4]=[N:5][N:6]2[C:11]([C:12]([F:15])([F:14])[F:13])=[CH:10][C:9]([C:16]3[CH:21]=[CH:20][C:19]([C:22]([F:25])([F:24])[F:23])=[CH:18][CH:17]=3)=[N:8][C:7]=12)#[CH:2].Br[C:27]1[S:28][C:29]([S:32]([OH:35])(=[O:34])=[O:33])=[CH:30][N:31]=1. (5) Given the product [C:1]([O:5][C:6]([N:8]1[CH2:15][CH2:14][CH2:13][C@H:9]1[C:10]([N:18]([CH3:19])[CH3:17])=[O:11])=[O:7])([CH3:4])([CH3:3])[CH3:2], predict the reactants needed to synthesize it. The reactants are: [C:1]([O:5][C:6]([N:8]1[CH2:15][CH2:14][CH2:13][C@H:9]1[C:10](O)=[O:11])=[O:7])([CH3:4])([CH3:3])[CH3:2].Cl.[CH3:17][N:18](C)[CH2:19]CCN=C=NCC.Cl.CNC.C(Cl)Cl. (6) Given the product [Cl:11][C:12]1[C:17]([N+:18]([O-:20])=[O:19])=[CH:16][CH:15]=[CH:14][C:13]=1[O:21][CH3:4], predict the reactants needed to synthesize it. The reactants are: [N+]([C:4]1C=CC=CC=1O)([O-])=O.[Cl:11][C:12]1[C:17]([N+:18]([O-:20])=[O:19])=[CH:16][CH:15]=[CH:14][C:13]=1[OH:21].C(=O)([O-])[O-].[Cs+].[Cs+].CI.